This data is from Catalyst prediction with 721,799 reactions and 888 catalyst types from USPTO. The task is: Predict which catalyst facilitates the given reaction. (1) Reactant: C[Mg]Br.[N:4]1[CH:9]=[CH:8][C:7]([C:10]2[N:14]3[N:15]=[C:16]([NH:19][CH:20]4[CH2:25][CH2:24][C:23](=[O:26])[CH2:22][CH2:21]4)[CH:17]=[CH:18][C:13]3=[N:12][CH:11]=2)=[CH:6][CH:5]=1.Cl.[C:28]([O-])(O)=O.[Na+]. Product: [CH3:28][C:23]1([OH:26])[CH2:22][CH2:21][CH:20]([NH:19][C:16]2[CH:17]=[CH:18][C:13]3[N:14]([C:10]([C:7]4[CH:8]=[CH:9][N:4]=[CH:5][CH:6]=4)=[CH:11][N:12]=3)[N:15]=2)[CH2:25][CH2:24]1. The catalyst class is: 7. (2) Reactant: [CH3:1][N:2]1[C:6]([CH2:7][CH2:8][CH3:9])=[CH:5][C:4]([C:10]2[S:11][CH:12]=[CH:13][CH:14]=2)=[N:3]1.[I:15]N1C(=O)CCC1=O.S([O-])([O-])(=O)=S.[Na+].[Na+].C(=O)([O-])[O-].[Na+].[Na+]. Product: [I:15][C:5]1[C:4]([C:10]2[S:11][CH:12]=[CH:13][CH:14]=2)=[N:3][N:2]([CH3:1])[C:6]=1[CH2:7][CH2:8][CH3:9]. The catalyst class is: 9. (3) Reactant: [O:1]([CH2:4][C:5]([O:7][CH2:8][CH3:9])=O)CC.[CH:10](OCC)=O.[O-]CC.[Na+].[NH2:19][C:20]([NH2:22])=[O:21]. Product: [CH2:8]([O:7][C:5]1[C:4]([OH:1])=[N:19][C:20]([OH:21])=[N:22][CH:10]=1)[CH3:9]. The catalyst class is: 780. (4) Reactant: [Cl:1][C:2]1[CH:7]=[CH:6][C:5]([N:8]2[C:12](=[O:13])[C:11]([CH2:15]OS(C)(=O)=O)([CH3:14])[NH:10][C:9]2=[O:21])=[CH:4][C:3]=1[C:22]([F:25])([F:24])[F:23].[N-:26]=[N+:27]=[N-:28].[Na+]. Product: [N:26]([CH2:15][C:11]1([CH3:14])[NH:10][C:9](=[O:21])[N:8]([C:5]2[CH:6]=[CH:7][C:2]([Cl:1])=[C:3]([C:22]([F:25])([F:23])[F:24])[CH:4]=2)[C:12]1=[O:13])=[N+:27]=[N-:28]. The catalyst class is: 3. (5) Reactant: C1COCC1.CO.[CH3:8][O:9][C:10]1[CH:11]=[CH:12][C:13]([C:18]2[C:23]([N:24]3[CH2:29][CH2:28][N:27]([C:30]4[CH:35]=[CH:34][C:33]([O:36][CH3:37])=[CH:32][CH:31]=4)[CH2:26][CH2:25]3)=[CH:22][CH:21]=[C:20]([O:38][CH3:39])[N:19]=2)=[C:14]([CH:17]=1)[CH:15]=[O:16].[BH4-].[Na+]. Product: [CH3:8][O:9][C:10]1[CH:11]=[CH:12][C:13]([C:18]2[C:23]([N:24]3[CH2:25][CH2:26][N:27]([C:30]4[CH:35]=[CH:34][C:33]([O:36][CH3:37])=[CH:32][CH:31]=4)[CH2:28][CH2:29]3)=[CH:22][CH:21]=[C:20]([O:38][CH3:39])[N:19]=2)=[C:14]([CH2:15][OH:16])[CH:17]=1. The catalyst class is: 6. (6) Reactant: [CH:1]([C:4]1[NH:5][C:6]2[C:11]([C:12]=1[CH:13]=[O:14])=[CH:10][CH:9]=[CH:8][CH:7]=2)([CH3:3])[CH3:2].[CH2:15](Br)[C:16]1[CH:21]=[CH:20][CH:19]=[CH:18][CH:17]=1.C([O-])([O-])=O.[K+].[K+]. The catalyst class is: 31. Product: [CH2:15]([N:5]1[C:6]2[C:11](=[CH:10][CH:9]=[CH:8][CH:7]=2)[C:12]([CH:13]=[O:14])=[C:4]1[CH:1]([CH3:3])[CH3:2])[C:16]1[CH:21]=[CH:20][CH:19]=[CH:18][CH:17]=1. (7) Reactant: Cl[CH2:2][C:3]1[N:7]([CH2:8][CH2:9][CH3:10])[C:6]2[CH:11]=[CH:12][C:13]([CH2:15][O:16][Si:17]([CH3:23])([CH3:22])[C:18]([CH3:21])([CH3:20])[CH3:19])=[CH:14][C:5]=2[N:4]=1.[CH2:24]([NH2:27])[CH2:25][CH3:26]. Product: [CH2:24]([NH:27][CH2:2][C:3]1[N:7]([CH2:8][CH2:9][CH3:10])[C:6]2[CH:11]=[CH:12][C:13]([CH2:15][O:16][Si:17]([CH3:23])([CH3:22])[C:18]([CH3:21])([CH3:20])[CH3:19])=[CH:14][C:5]=2[N:4]=1)[CH2:25][CH3:26]. The catalyst class is: 10.